From a dataset of HIV replication inhibition screening data with 41,000+ compounds from the AIDS Antiviral Screen. Binary Classification. Given a drug SMILES string, predict its activity (active/inactive) in a high-throughput screening assay against a specified biological target. (1) The molecule is COC(=O)CN1C(=O)C2(C(=O)OC)OC1(c1ccc([N+](=O)[O-])cc1)C1C(=O)N(c3ccccc3)C(=O)C12. The result is 0 (inactive). (2) The molecule is CC1(C)OC2C(O)CN3CCSC3C2O1. The result is 0 (inactive).